The task is: Binary Classification. Given a T-cell receptor sequence (or CDR3 region) and an epitope sequence, predict whether binding occurs between them.. This data is from TCR-epitope binding with 47,182 pairs between 192 epitopes and 23,139 TCRs. (1) The epitope is RAKFKQLL. The TCR CDR3 sequence is CASSQDDHGSNEQYF. Result: 1 (the TCR binds to the epitope). (2) The epitope is TLDSKTQSL. The TCR CDR3 sequence is CASSTTGSTDTQYF. Result: 0 (the TCR does not bind to the epitope). (3) The epitope is SEVGPEHSLAEY. The TCR CDR3 sequence is CASSQEWGELYEQYF. Result: 0 (the TCR does not bind to the epitope). (4) The epitope is LEPLVDLPI. The TCR CDR3 sequence is CASLTPTFPPGWEQYF. Result: 1 (the TCR binds to the epitope). (5) The TCR CDR3 sequence is CASSLGDSPPLHF. The epitope is HPVGEADYFEY. Result: 0 (the TCR does not bind to the epitope).